From a dataset of NCI-60 drug combinations with 297,098 pairs across 59 cell lines. Regression. Given two drug SMILES strings and cell line genomic features, predict the synergy score measuring deviation from expected non-interaction effect. (1) Drug 1: C1=CC=C(C=C1)NC(=O)CCCCCCC(=O)NO. Drug 2: CCC1=C2N=C(C=C(N2N=C1)NCC3=C[N+](=CC=C3)[O-])N4CCCCC4CCO. Cell line: NCI-H460. Synergy scores: CSS=83.0, Synergy_ZIP=-1.39, Synergy_Bliss=-3.16, Synergy_Loewe=-7.03, Synergy_HSA=-0.797. (2) Drug 1: C1CC(=O)NC(=O)C1N2CC3=C(C2=O)C=CC=C3N. Drug 2: C1C(C(OC1N2C=NC(=NC2=O)N)CO)O. Cell line: PC-3. Synergy scores: CSS=12.7, Synergy_ZIP=-2.34, Synergy_Bliss=0.0514, Synergy_Loewe=3.57, Synergy_HSA=4.90. (3) Drug 1: CC1C(C(=O)NC(C(=O)N2CCCC2C(=O)N(CC(=O)N(C(C(=O)O1)C(C)C)C)C)C(C)C)NC(=O)C3=C4C(=C(C=C3)C)OC5=C(C(=O)C(=C(C5=N4)C(=O)NC6C(OC(=O)C(N(C(=O)CN(C(=O)C7CCCN7C(=O)C(NC6=O)C(C)C)C)C)C(C)C)C)N)C. Cell line: MDA-MB-435. Synergy scores: CSS=23.1, Synergy_ZIP=-6.70, Synergy_Bliss=-3.86, Synergy_Loewe=-35.9, Synergy_HSA=-4.07. Drug 2: C1CN(P(=O)(OC1)NCCCl)CCCl. (4) Drug 1: C1=CC(=CC=C1CCC2=CNC3=C2C(=O)NC(=N3)N)C(=O)NC(CCC(=O)O)C(=O)O. Drug 2: C(=O)(N)NO. Cell line: NCI-H522. Synergy scores: CSS=39.5, Synergy_ZIP=-3.82, Synergy_Bliss=-1.37, Synergy_Loewe=-59.0, Synergy_HSA=-0.863. (5) Cell line: ACHN. Drug 2: CS(=O)(=O)OCCCCOS(=O)(=O)C. Synergy scores: CSS=68.4, Synergy_ZIP=-4.20, Synergy_Bliss=-1.39, Synergy_Loewe=-0.0581, Synergy_HSA=1.57. Drug 1: CN(CCCl)CCCl.Cl. (6) Synergy scores: CSS=-0.756, Synergy_ZIP=0.905, Synergy_Bliss=-0.229, Synergy_Loewe=-0.188, Synergy_HSA=-3.76. Cell line: HCC-2998. Drug 1: CCC(=C(C1=CC=CC=C1)C2=CC=C(C=C2)OCCN(C)C)C3=CC=CC=C3.C(C(=O)O)C(CC(=O)O)(C(=O)O)O. Drug 2: CN1C(=O)N2C=NC(=C2N=N1)C(=O)N.